From a dataset of Reaction yield outcomes from USPTO patents with 853,638 reactions. Predict the reaction yield, written as a fraction of the theoretical maximum amount of product (1.0 means a 100% yield; for example, 0.34 means a 34% yield). (1) The reactants are Br[C:2]1[CH:3]=[C:4]2[C:8](=[CH:9][CH:10]=1)[NH:7][C:6](=[O:11])[C:5]2([CH3:13])[CH3:12].[Cl:14][C:15]1[CH:16]=[C:17](B(O)O)[CH:18]=[CH:19][CH:20]=1.C(=O)([O-])[O-].[K+].[K+]. The catalyst is C(COC)OC.O.[Cl-].[NH4+].C1C=CC([P]([Pd]([P](C2C=CC=CC=2)(C2C=CC=CC=2)C2C=CC=CC=2)([P](C2C=CC=CC=2)(C2C=CC=CC=2)C2C=CC=CC=2)[P](C2C=CC=CC=2)(C2C=CC=CC=2)C2C=CC=CC=2)(C2C=CC=CC=2)C2C=CC=CC=2)=CC=1. The product is [Cl:14][C:15]1[CH:20]=[C:19]([C:2]2[CH:3]=[C:4]3[C:8](=[CH:9][CH:10]=2)[NH:7][C:6](=[O:11])[C:5]3([CH3:13])[CH3:12])[CH:18]=[CH:17][CH:16]=1. The yield is 0.250. (2) The reactants are [F:1][C:2]1[CH:3]=[C:4]([C@H:9]2[C@H:13]([NH:14][C:15]([NH:17][C:18]3[N:22]([C:23]4[CH:28]=[CH:27][CH:26]=[CH:25][CH:24]=4)[N:21]=[C:20]([O:29][CH2:30][CH3:31])[C:19]=3[CH3:32])=[O:16])[CH2:12][N:11]([CH2:33][C:34]([OH:36])=O)[CH2:10]2)[CH:5]=[CH:6][C:7]=1[F:8].[CH3:37][N:38]1CCOCC1.CN.CN(C(ON1N=NC2C=CC=NC1=2)=[N+](C)C)C.F[P-](F)(F)(F)(F)F. The catalyst is CN(C=O)C. The product is [F:1][C:2]1[CH:3]=[C:4]([C@H:9]2[C@H:13]([NH:14][C:15]([NH:17][C:18]3[N:22]([C:23]4[CH:24]=[CH:25][CH:26]=[CH:27][CH:28]=4)[N:21]=[C:20]([O:29][CH2:30][CH3:31])[C:19]=3[CH3:32])=[O:16])[CH2:12][N:11]([CH2:33][C:34]([NH:38][CH3:37])=[O:36])[CH2:10]2)[CH:5]=[CH:6][C:7]=1[F:8]. The yield is 0.550. (3) The reactants are [H-].[Na+].[Cl:3][C:4]1[CH:5]=[C:6]2[C:14](=[CH:15][CH:16]=1)[NH:13][C:12]1[CH2:11][CH2:10][CH:9]([NH:17][C:18](=[O:22])[CH:19]([CH3:21])[CH3:20])[CH2:8][C:7]2=1.[N+:23]([C:26]1[CH:33]=[CH:32][CH:31]=[CH:30][C:27]=1[CH2:28]Br)([O-:25])=[O:24].O. The catalyst is CN(C=O)C. The product is [Cl:3][C:4]1[CH:5]=[C:6]2[C:14](=[CH:15][CH:16]=1)[N:13]([CH2:28][C:27]1[CH:30]=[CH:31][CH:32]=[CH:33][C:26]=1[N+:23]([O-:25])=[O:24])[C:12]1[CH2:11][CH2:10][CH:9]([NH:17][C:18](=[O:22])[CH:19]([CH3:20])[CH3:21])[CH2:8][C:7]2=1. The yield is 0.790. (4) The reactants are [Cl:1][C:2]1[CH:3]=[N:4][CH:5]=[CH:6][C:7]=1[C:8]1[C:9]([C:18]2[CH:19]=[N:20][CH:21]=[CH:22][CH:23]=2)=[N:10][C:11]([NH2:17])=[C:12]([N+:14]([O-])=O)[CH:13]=1.Cl. The catalyst is CCO.[Fe]. The product is [Cl:1][C:2]1[CH:3]=[N:4][CH:5]=[CH:6][C:7]=1[C:8]1[C:9]([C:18]2[CH:19]=[N:20][CH:21]=[CH:22][CH:23]=2)=[N:10][C:11]([NH2:17])=[C:12]([NH2:14])[CH:13]=1. The yield is 0.450.